Task: Binary Classification. Given a drug SMILES string, predict its activity (active/inactive) in a high-throughput screening assay against a specified biological target.. Dataset: KCNQ2 potassium channel screen with 302,405 compounds The molecule is S(=O)(=O)(NC(=O)c1c(n(c(c1)C)c1ccc(cc1)C)C)c1ccc(cc1)C. The result is 0 (inactive).